The task is: Regression. Given a peptide amino acid sequence and an MHC pseudo amino acid sequence, predict their binding affinity value. This is MHC class II binding data.. This data is from Peptide-MHC class II binding affinity with 134,281 pairs from IEDB. (1) The peptide sequence is KIEIDQDHQEEICEV. The MHC is HLA-DQA10102-DQB10602 with pseudo-sequence HLA-DQA10102-DQB10602. The binding affinity (normalized) is 0.298. (2) The peptide sequence is DAPYMVGDVITSGDI. The MHC is DRB1_1501 with pseudo-sequence DRB1_1501. The binding affinity (normalized) is 0.585. (3) The peptide sequence is LGMNHVLQSIRRNYP. The MHC is DRB5_0101 with pseudo-sequence DRB5_0101. The binding affinity (normalized) is 0.665. (4) The peptide sequence is SSIASGFVGLCRTLG. The MHC is DRB1_0101 with pseudo-sequence DRB1_0101. The binding affinity (normalized) is 0.837. (5) The binding affinity (normalized) is 0.746. The MHC is DRB1_1101 with pseudo-sequence DRB1_1101. The peptide sequence is VYRIMTRGLLGSYQAGA. (6) The peptide sequence is ANQFNKAISQIQESL. The MHC is DRB1_1501 with pseudo-sequence DRB1_1501. The binding affinity (normalized) is 0.576. (7) The peptide sequence is SKGGMRNVFDEVIPT. The MHC is DRB1_1201 with pseudo-sequence DRB1_1201. The binding affinity (normalized) is 0.0754. (8) The peptide sequence is GTLHDKKSMGDDHFW. The MHC is HLA-DPA10201-DPB10501 with pseudo-sequence HLA-DPA10201-DPB10501. The binding affinity (normalized) is 0.187. (9) The peptide sequence is VVSRLLIPVPFDPPA. The MHC is DRB1_1201 with pseudo-sequence DRB1_1201. The binding affinity (normalized) is 0.474.